This data is from NCI-60 drug combinations with 297,098 pairs across 59 cell lines. The task is: Regression. Given two drug SMILES strings and cell line genomic features, predict the synergy score measuring deviation from expected non-interaction effect. Drug 1: CC1C(C(CC(O1)OC2CC(OC(C2O)C)OC3=CC4=CC5=C(C(=O)C(C(C5)C(C(=O)C(C(C)O)O)OC)OC6CC(C(C(O6)C)O)OC7CC(C(C(O7)C)O)OC8CC(C(C(O8)C)O)(C)O)C(=C4C(=C3C)O)O)O)O. Drug 2: C1C(C(OC1N2C=NC3=C2NC=NCC3O)CO)O. Cell line: DU-145. Synergy scores: CSS=54.1, Synergy_ZIP=0.179, Synergy_Bliss=2.82, Synergy_Loewe=-1.47, Synergy_HSA=-1.32.